Binary Classification. Given two protein amino acid sequences, predict whether they physically interact or not. From a dataset of Human Reference Interactome with 51,813 positive PPI pairs across 8,248 proteins, plus equal number of experimentally-validated negative pairs. (1) Protein 1 (ENSG00000071967) has sequence MAMEGYWRFLALLGSALLVGFLSVIFALVWVLHYREGLGWDGSALEFNWHPVLMVTGFVFIQGIAIIVYRLPWTWKCSKLLMKSIHAGLNAVAAILAIISVVAVFENHNVNNIANMYSLHSWVGLIAVICYLLQLLSGFSVFLLPWAPLSLRAFLMPIHVYSGIVIFGTVIATALMGLTEKLIFSLRDPAYSTFPPEGVFVNTLGLLILVFGALIFWIVTRPQWKRPKEPNSTILHPNGGTEQGARGSMPAYSGNNMDKSDSELNSEVAARKRNLALDEAGQRSTM*MAMEGYWRFLALL.... Protein 2 (ENSG00000062822) has sequence MDGKRRPGPGPGVPPKRARGGLWDDDDAPRPSQFEEDLALMEEMEAEHRLQEQEEEELQSVLEGVADGQVPPSAIDPRWLRPTPPALDPQTEPLIFQQLEIDHYVGPAQPVPGGPPPSRGSVPVLRAFGVTDEGFSVCCHIHGFAPYFYTPAPPGFGPEHMGDLQRELNLAISRDSRGGRELTGPAVLAVELCSRESMFGYHGHGPSPFLRITVALPRLVAPARRLLEQGIRVAGLGTPSFAPYEANVDFEIRFMVDTDIVGCNWLELPAGKYALRLKEKATQCQLEADVLWSDVVSHPP.... Result: 0 (the proteins do not interact). (2) Result: 0 (the proteins do not interact). Protein 1 (ENSG00000106392) has sequence MASKSWLNFLTFLCGSAIGFLLCSQLFSILLGEKVDTQPNVLHNDPHARHSDDNGQNHLEGQMNFNADSSQHKDENTDIAENLYQKVRILCWVMTGPQNLEKKAKHVKATWAQRCNKVLFMSSEENKDFPAVGLKTKEGRDQLYWKTIKAFQYVHEHYLEDADWFLKADDDTYVILDNLRWLLSKYDPEEPIYFGRRFKPYVKQGYMSGGAGYVLSKEALKRFVDAFKTDKCTHSSSIEDLALGRCMEIMNVEAGDSRDTIGKETFHPFVPEHHLIKGYLPRTFWYWNYNYYPPVEGPGC.... Protein 2 (ENSG00000213185) has sequence MPVIAGGILAALLLLIVVVLCLYFKIHNALKAAKEPEAVAVKNHNPDKVWWAKNSQAKTIATESCPALQCCEGYRMCASFDSLPPCCCDINEGL*.